This data is from Full USPTO retrosynthesis dataset with 1.9M reactions from patents (1976-2016). The task is: Predict the reactants needed to synthesize the given product. (1) Given the product [CH3:1][O:2][C:3]1[C:4](=[O:29])[C:5]([C:18]2[N:22]([C:23]3[CH:28]=[CH:27][CH:26]=[CH:25][CH:24]=3)[N:21]=[CH:20][CH:19]=2)=[N:6][N:7]([C:9]2[CH2:10][CH2:11][NH:12][CH2:13][CH:14]=2)[CH:8]=1, predict the reactants needed to synthesize it. The reactants are: [CH3:1][O:2][C:3]1[C:4](=[O:29])[C:5]([C:18]2[N:22]([C:23]3[CH:28]=[CH:27][CH:26]=[CH:25][CH:24]=3)[N:21]=[CH:20][CH:19]=2)=[N:6][N:7]([C:9]2[CH2:10][CH2:11][N:12](CC=C)[CH2:13][CH:14]=2)[CH:8]=1.CN1C(=O)CC(=O)N(C)C1=O. (2) The reactants are: [CH:1]1([CH:4]([NH:7][C:8]2[C:13]([N+:14]([O-])=O)=[C:12]([C:17]3[CH:22]=[C:21](F)[C:20]([O:24][CH3:25])=[CH:19][C:18]=3[CH3:26])[CH:11]=[CH:10][N:9]=2)[CH2:5][CH3:6])[CH2:3][CH2:2]1.[Cl:27][Sn]Cl. Given the product [Cl:27][C:21]1[C:20]([O:24][CH3:25])=[CH:19][C:18]([CH3:26])=[C:17]([C:12]2[CH:11]=[CH:10][N:9]=[C:8]([NH:7][CH:4]([CH:1]3[CH2:3][CH2:2]3)[CH2:5][CH3:6])[C:13]=2[NH2:14])[CH:22]=1, predict the reactants needed to synthesize it. (3) Given the product [F:1][C:2]1[CH:7]=[CH:6][C:5]([CH2:8][O:9][C:10]2[CH:24]=[CH:23][C:22]([CH2:25][NH:26][C:35](=[O:36])[O:37][CH3:38])=[CH:21][C:11]=2[C:12]([NH:14][C:15]2[CH:16]=[N:17][CH:18]=[CH:19][CH:20]=2)=[O:13])=[CH:4][CH:3]=1, predict the reactants needed to synthesize it. The reactants are: [F:1][C:2]1[CH:7]=[CH:6][C:5]([CH2:8][O:9][C:10]2[CH:24]=[CH:23][C:22](/[CH:25]=[N:26]\O)=[CH:21][C:11]=2[C:12]([NH:14][C:15]2[CH:16]=[N:17][CH:18]=[CH:19][CH:20]=2)=[O:13])=[CH:4][CH:3]=1.Cl.C(=O)([O-])O.[Na+].Cl[C:35]([O:37][CH3:38])=[O:36]. (4) The reactants are: Br[C:2]1[CH:7]=[CH:6][CH:5]=[CH:4][N:3]=1.[C:8]([O:12][C:13](=[O:29])[N:14](C1C=CC(F)=CC=1C)[C:15](=[O:20])[CH2:16][CH2:17][C:18]#[CH:19])([CH3:11])([CH3:10])[CH3:9]. Given the product [C:8]([O:12][C:13](=[O:29])[NH:14][C:15](=[O:20])[CH2:16][CH2:17][C:18]#[C:19][C:2]1[CH:7]=[CH:6][CH:5]=[CH:4][N:3]=1)([CH3:11])([CH3:9])[CH3:10], predict the reactants needed to synthesize it. (5) Given the product [NH2:8][C:4]1[N:5]=[CH:6][N:7]=[C:2]([NH:15][C@H:16]([C:19]2[N:28]([CH:29]3[CH2:30][CH2:31]3)[C:27](=[O:32])[C:26]3[C:21](=[CH:22][CH:23]=[CH:24][C:25]=3[Cl:33])[N:20]=2)[CH2:17][CH3:18])[C:3]=1[C:9]1[O:10][C:11]([CH3:14])=[CH:12][N:13]=1, predict the reactants needed to synthesize it. The reactants are: Cl[C:2]1[N:7]=[CH:6][N:5]=[C:4]([NH2:8])[C:3]=1[C:9]1[O:10][C:11]([CH3:14])=[CH:12][N:13]=1.[NH2:15][C@H:16]([C:19]1[N:28]([CH:29]2[CH2:31][CH2:30]2)[C:27](=[O:32])[C:26]2[C:21](=[CH:22][CH:23]=[CH:24][C:25]=2[Cl:33])[N:20]=1)[CH2:17][CH3:18].CCN(C(C)C)C(C)C. (6) Given the product [F:26][C:27]([F:40])([F:39])[S:28]([O:19][C:2]1[CH:3]=[N:4][C:5]2[C:10](=[C:9]3[CH:11]=[CH:12][CH:13]=[CH:14][C:8]3=[C:7]3[CH:15]=[CH:16][CH:17]=[CH:18][C:6]3=2)[N:1]=1)(=[O:30])=[O:29], predict the reactants needed to synthesize it. The reactants are: [N:1]1[C:10]2[C:5](=[C:6]3[CH:18]=[CH:17][CH:16]=[CH:15][C:7]3=[C:8]3[CH:14]=[CH:13][CH:12]=[CH:11][C:9]3=2)[N:4]=[CH:3][C:2]=1[OH:19].N1C=CC=CC=1.[F:26][C:27]([F:40])([F:39])[S:28](O[S:28]([C:27]([F:40])([F:39])[F:26])(=[O:30])=[O:29])(=[O:30])=[O:29].